From a dataset of Full USPTO retrosynthesis dataset with 1.9M reactions from patents (1976-2016). Predict the reactants needed to synthesize the given product. (1) The reactants are: [CH2:1]([N:3]1[CH2:7][CH2:6][CH2:5][C@@H:4]1[CH2:8][OH:9])[CH3:2].[Br:10][C:11]1[CH:12]=[C:13]2[C:18](=[CH:19][CH:20]=1)[CH:17]=[C:16](O)[CH:15]=[CH:14]2. Given the product [CH2:1]([N:3]1[CH2:7][CH2:6][CH2:5][C@@H:4]1[CH2:8][O:9][C:16]1[CH:15]=[CH:14][C:13]2[C:18](=[CH:19][CH:20]=[C:11]([Br:10])[CH:12]=2)[CH:17]=1)[CH3:2], predict the reactants needed to synthesize it. (2) Given the product [CH2:22]([Si:17]([CH2:13][CH2:14][CH2:15][CH3:16])([CH2:18][CH2:19][CH2:20][CH3:21])[O:1][C:2]1[C:3]([C:8]([O:10][CH2:11][CH3:12])=[O:9])=[N:4][CH:5]=[CH:6][CH:7]=1)[CH2:23][CH2:24][CH3:25], predict the reactants needed to synthesize it. The reactants are: [OH:1][C:2]1[C:3]([C:8]([O:10][CH2:11][CH3:12])=[O:9])=[N:4][CH:5]=[CH:6][CH:7]=1.[CH2:13]([Si:17](Cl)([CH2:22][CH2:23][CH2:24][CH3:25])[CH2:18][CH2:19][CH2:20][CH3:21])[CH2:14][CH2:15][CH3:16].N1C=CN=C1.O. (3) Given the product [O:1]1[CH2:5][CH2:4][C@H:3]([S:6]([C:9]2[CH:10]=[CH:11][C:12]([C:15]([N:17]3[CH2:18][CH2:19][C:20]4([C:23]5=[CH:34][CH:33]=[C:32]([C:35]([F:37])([F:36])[F:38])[N:24]5[C:25]5[CH:31]=[CH:30][CH:29]=[CH:28][C:26]=5[O:27]4)[CH2:21][CH2:22]3)=[O:16])=[CH:13][CH:14]=2)(=[O:8])=[O:7])[CH2:2]1, predict the reactants needed to synthesize it. The reactants are: [O:1]1[CH2:5][CH2:4][CH:3]([S:6]([C:9]2[CH:14]=[CH:13][C:12]([C:15]([N:17]3[CH2:22][CH2:21][C:20]4([O:27][C:26]5[CH:28]=[CH:29][CH:30]=[CH:31][C:25]=5[N:24]5[C:32]([C:35]([F:38])([F:37])[F:36])=[CH:33][CH:34]=[C:23]45)[CH2:19][CH2:18]3)=[O:16])=[CH:11][CH:10]=2)(=[O:8])=[O:7])[CH2:2]1.CC(O)C.C(=O)=O. (4) Given the product [Cl:1][C:2]1[C:7]([NH:8][S:9]([CH3:12])(=[O:11])=[O:10])=[CH:6][C:5]([NH:13][C:14]2[C:19]([C:20]3[N:28]=[C:27]([CH3:29])[N:26]=[C:25]4[C:21]=3[N:22]=[CH:23][NH:24]4)=[CH:18][C:17]([CH:36]([N:38]3[CH2:39][CH2:40][O:41][CH2:42][CH2:43]3)[CH3:37])=[CH:16][N:15]=2)=[CH:4][N:3]=1, predict the reactants needed to synthesize it. The reactants are: [Cl:1][C:2]1[C:7]([NH:8][S:9]([CH3:12])(=[O:11])=[O:10])=[CH:6][C:5]([NH:13][C:14]2[C:19]([C:20]3[N:28]=[C:27]([CH3:29])[N:26]=[C:25]4[C:21]=3[N:22]=[CH:23][N:24]4C3CCCCO3)=[CH:18][C:17]([CH:36]([N:38]3[CH2:43][CH2:42][O:41][CH2:40][CH2:39]3)[CH3:37])=[CH:16][N:15]=2)=[CH:4][N:3]=1.Cl.C(O)(=O)CC(CC(O)=O)(C(O)=O)O.[OH-].[Na+].